Dataset: Retrosynthesis with 50K atom-mapped reactions and 10 reaction types from USPTO. Task: Predict the reactants needed to synthesize the given product. (1) Given the product Cc1cc(C)c(N(C)c2nc(Cl)nc(Cl)n2)c(C)c1, predict the reactants needed to synthesize it. The reactants are: CNc1c(C)cc(C)cc1C.Clc1nc(Cl)nc(Cl)n1. (2) Given the product C#CC#CCC/C=C\C(=O)NCC(C)CC, predict the reactants needed to synthesize it. The reactants are: C#CC#CCC/C=C\C(=O)O.CCC(C)CN. (3) Given the product CNCc1ccc2c(c1OC)OCO2, predict the reactants needed to synthesize it. The reactants are: CN.COc1c(C=O)ccc2c1OCO2. (4) Given the product Nc1nc(/C(=N/OCC(=O)N2CCCCCC2)C(=O)O)cs1, predict the reactants needed to synthesize it. The reactants are: CCOC(=O)/C(=N\OCC(=O)N1CCCCCC1)c1csc(N)n1. (5) Given the product CON=Cc1c(N)ncnc1N1CCN(C(=O)Cc2ccc(C(C)C)cc2)CC1, predict the reactants needed to synthesize it. The reactants are: CC(C)c1ccc(CC(=O)O)cc1.CON=Cc1c(N)ncnc1N1CCNCC1. (6) Given the product Clc1cc(Oc2ccccc2)ncn1, predict the reactants needed to synthesize it. The reactants are: Clc1cc(Cl)ncn1.Oc1ccccc1. (7) Given the product COC1=N[C@@](C)(CCN(C)C)C(OC)=N[C@@H]1C(C)C, predict the reactants needed to synthesize it. The reactants are: CNC.COC1=N[C@@](C)(CCBr)C(OC)=N[C@@H]1C(C)C. (8) The reactants are: CC1=NCCc2oc(C)cc21. Given the product Cc1cc2c(o1)CCNC2C, predict the reactants needed to synthesize it. (9) Given the product CCSc1ccccc1CN, predict the reactants needed to synthesize it. The reactants are: CCSc1ccc(Cl)cc1CN.